This data is from Reaction yield outcomes from USPTO patents with 853,638 reactions. The task is: Predict the reaction yield, written as a fraction of the theoretical maximum amount of product (1.0 means a 100% yield; for example, 0.34 means a 34% yield). The reactants are [OH:1][CH2:2][CH:3]1[CH2:11][C:10]2[C:5](=[CH:6][CH:7]=[C:8]([OH:12])[CH:9]=2)[CH2:4]1.C([O-])([O-])=O.[K+].[K+].Cl[C:20]1[CH:28]=[CH:27][C:23]([C:24]([NH2:26])=[O:25])=[CH:22][N:21]=1. The catalyst is C1(C)C=CC=CC=1.CC(N(C)C)=O. The product is [OH:1][CH2:2][CH:3]1[CH2:11][C:10]2[C:5](=[CH:6][CH:7]=[C:8]([O:12][C:20]3[CH:28]=[CH:27][C:23]([C:24]([NH2:26])=[O:25])=[CH:22][N:21]=3)[CH:9]=2)[CH2:4]1. The yield is 0.440.